Dataset: Forward reaction prediction with 1.9M reactions from USPTO patents (1976-2016). Task: Predict the product of the given reaction. (1) Given the reactants [OH:1][CH2:2][CH:3]=[CH:4][C:5]1[NH:6][C:7]2[C:12]([CH:13]=1)=[CH:11][CH:10]=[CH:9][CH:8]=2.[Si:14]([N:21]1[C:25](=[O:26])[CH:24]=[CH:23][C:22]1=[O:27])([C:17]([CH3:20])([CH3:19])[CH3:18])([CH3:16])[CH3:15], predict the reaction product. The product is: [Si:14]([N:21]1[C:22](=[O:27])[CH:23]2[CH:24]([CH:3]([CH2:2][OH:1])[CH2:4][C:5]3[NH:6][C:7]4[CH:8]=[CH:9][CH:10]=[CH:11][C:12]=4[C:13]=32)[C:25]1=[O:26])([C:17]([CH3:20])([CH3:19])[CH3:18])([CH3:16])[CH3:15]. (2) The product is: [Cl:1][C:2]1[CH:3]=[C:4]([NH:9][C:10]2[C:19]3[C:14](=[CH:15][C:16]([O:21][CH3:22])=[C:17]([O:20][CH2:24][CH2:25][CH2:26][C:27]([O:29][CH2:30][CH3:31])=[O:28])[CH:18]=3)[N:13]=[CH:12][N:11]=2)[CH:5]=[CH:6][C:7]=1[F:8]. Given the reactants [Cl:1][C:2]1[CH:3]=[C:4]([NH:9][C:10]2[C:19]3[C:14](=[CH:15][C:16]([O:21][CH3:22])=[C:17]([OH:20])[CH:18]=3)[N:13]=[CH:12][N:11]=2)[CH:5]=[CH:6][C:7]=1[F:8].Br[CH2:24][CH2:25][CH2:26][C:27]([O:29][CH2:30][CH3:31])=[O:28].ClC1C=C(NC2C3C(=CC(OC)=C(OCC(OCC)=O)C=3)N=CN=2)C=CC=1F, predict the reaction product. (3) Given the reactants [Cl-].[F:2][C:3]1[CH:8]=[CH:7][C:6]([CH2:9][P+](C2C=CC=CC=2)(C2C=CC=CC=2)C2C=CC=CC=2)=[CH:5][CH:4]=1.C([Li])CCC.CCCCCC.O=[C:41]1[CH2:46][CH2:45][CH2:44][N:43]([C:47]([O:49][C:50]([CH3:53])([CH3:52])[CH3:51])=[O:48])[CH2:42]1, predict the reaction product. The product is: [F:2][C:3]1[CH:4]=[CH:5][C:6]([CH:9]=[C:45]2[CH2:46][CH2:41][CH2:42][N:43]([C:47]([O:49][C:50]([CH3:53])([CH3:52])[CH3:51])=[O:48])[CH2:44]2)=[CH:7][CH:8]=1. (4) Given the reactants [NH2:1][C@@H:2]1[CH2:15][CH2:14][C@:13]2([OH:16])[C@:4]34[CH2:19][CH2:18][N:17]([CH2:20][CH:21]5[CH2:23][CH2:22]5)[C@@H:12]2[CH2:11][C:10]2[CH:9]=[CH:8][C:7]([O:24][CH2:25][O:26][CH3:27])=[C:6]([O:28][C@@H:3]13)[C:5]4=2.C(N(CC)CC)C.[C:36]1([S:46](Cl)(=[O:48])=[O:47])[C:37]([S:42](Cl)(=[O:44])=[O:43])=[CH:38][CH:39]=[CH:40][CH:41]=1.C(=O)([O-])O.[Na+], predict the reaction product. The product is: [CH:21]1([CH2:20][N:17]2[CH2:18][CH2:19][C@:4]34[C:5]5[C:6]6[O:28][C@H:3]3[C@H:2]([N:1]3[S:46](=[O:48])(=[O:47])[C:36]7[CH:41]=[CH:40][CH:39]=[CH:38][C:37]=7[S:42]3(=[O:44])=[O:43])[CH2:15][CH2:14][C@@:13]4([OH:16])[C@H:12]2[CH2:11][C:10]=5[CH:9]=[CH:8][C:7]=6[O:24][CH2:25][O:26][CH3:27])[CH2:22][CH2:23]1. (5) Given the reactants [OH:1][C:2]1[C:11]2[C:6](=[CH:7][CH:8]=[C:9]([O:12][C:13]3[CH:18]=[C:17]([F:19])[CH:16]=[C:15]([F:20])[CH:14]=3)[CH:10]=2)[C:5]([CH3:21])=[N:4][C:3]=1[C:22](OC)=[O:23].[NH2:26][CH2:27][C:28]([OH:30])=[O:29].C[O-].[Na+], predict the reaction product. The product is: [OH:1][C:2]1[C:11]2[C:6](=[CH:7][CH:8]=[C:9]([O:12][C:13]3[CH:18]=[C:17]([F:19])[CH:16]=[C:15]([F:20])[CH:14]=3)[CH:10]=2)[C:5]([CH3:21])=[N:4][C:3]=1[C:22]([NH:26][CH2:27][C:28]([OH:30])=[O:29])=[O:23]. (6) Given the reactants [Cl:1][C:2]1[CH:3]=[C:4](B(O)O)[CH:5]=[CH:6][C:7]=1[F:8].Br[C:13]1[CH:14]=[CH:15][C:16]([OH:22])=[C:17]([CH:21]=1)[C:18]([OH:20])=[O:19].C([O-])([O-])=O.[Na+].[Na+], predict the reaction product. The product is: [Cl:1][C:2]1[CH:3]=[C:4]([C:13]2[CH:14]=[CH:15][C:16]([OH:22])=[C:17]([C:18]([OH:20])=[O:19])[CH:21]=2)[CH:5]=[CH:6][C:7]=1[F:8]. (7) Given the reactants [CH3:1][O:2][CH2:3][CH2:4][O:5][CH2:6][O:7]Cl.[S:9]1[CH:13]=[CH:12][CH:11]=[C:10]1[CH2:14][CH2:15]O, predict the reaction product. The product is: [CH3:1][O:2][CH2:3][CH2:4][O:5][CH2:6][O:7][CH2:15][CH2:14][C:10]1[S:9][CH:13]=[CH:12][CH:11]=1. (8) Given the reactants N[C:2]1[CH:7]=[CH:6][C:5](O)=[CH:4][C:3]=1[N+:9]([O-])=O.NC1C=CC(OC2C=CN=C(C(NC)=O)C=2)=CC=1[N+:30]([O-:32])=[O:31].C(=O)([O-])[O-].[Na+].[Na+].C(Cl)Cl, predict the reaction product. The product is: [N+:30]([NH:9][C:3]1[CH:2]=[CH:7][CH:6]=[CH:5][CH:4]=1)([O-:32])=[O:31]. (9) The product is: [CH2:33]([N:7]([CH2:6][CH:1]1[CH2:2][CH2:3][CH2:4][CH2:5]1)[C@@H:8]1[CH2:13][CH2:12][C@@H:11]([CH2:14][C:15]([O:17][CH3:18])=[O:16])[CH2:10][C@H:9]1[C:19]1[CH:24]=[CH:23][C:22]([C:25]([F:26])([F:27])[F:28])=[CH:21][CH:20]=1)[C:34]1[CH:39]=[CH:38][CH:37]=[CH:36][CH:35]=1. Given the reactants [CH:1]1([CH2:6][NH:7][C@@H:8]2[CH2:13][CH2:12][C@@H:11]([CH2:14][C:15]([O:17][CH3:18])=[O:16])[CH2:10][C@H:9]2[C:19]2[CH:24]=[CH:23][C:22]([C:25]([F:28])([F:27])[F:26])=[CH:21][CH:20]=2)[CH2:5][CH2:4][CH2:3][CH2:2]1.CC(O)=O.[CH:33](=O)[C:34]1[CH:39]=[CH:38][CH:37]=[CH:36][CH:35]=1.C(O[BH-](OC(=O)C)OC(=O)C)(=O)C.[Na+], predict the reaction product.